Dataset: Forward reaction prediction with 1.9M reactions from USPTO patents (1976-2016). Task: Predict the product of the given reaction. Given the reactants [F:1][C:2]1[CH:7]=[CH:6][CH:5]=[C:4]([F:8])[C:3]=1[CH:9]1[NH:14][C:13]2[CH:15]=[CH:16][C:17](B3OC(C)(C)C(C)(C)O3)=[CH:18][C:12]=2[O:11][CH2:10]1.Br[C:29]1[C:30]([CH3:41])=[CH:31][C:32]([C:35]2[N:36]=[N:37][N:38]([CH3:40])[N:39]=2)=[N:33][CH:34]=1, predict the reaction product. The product is: [F:8][C:4]1[CH:5]=[CH:6][CH:7]=[C:2]([F:1])[C:3]=1[CH:9]1[CH2:10][O:11][C:12]2[CH:18]=[C:17]([C:29]3[CH:34]=[N:33][C:32]([C:35]4[N:36]=[N:37][N:38]([CH3:40])[N:39]=4)=[CH:31][C:30]=3[CH3:41])[CH:16]=[CH:15][C:13]=2[NH:14]1.